This data is from NCI-60 drug combinations with 297,098 pairs across 59 cell lines. The task is: Regression. Given two drug SMILES strings and cell line genomic features, predict the synergy score measuring deviation from expected non-interaction effect. (1) Drug 1: C1CN(CCN1C(=O)CCBr)C(=O)CCBr. Drug 2: C(CCl)NC(=O)N(CCCl)N=O. Cell line: HCT-15. Synergy scores: CSS=36.1, Synergy_ZIP=-7.31, Synergy_Bliss=-2.95, Synergy_Loewe=-7.87, Synergy_HSA=-1.27. (2) Drug 1: C1=NC2=C(N1)C(=S)N=CN2. Drug 2: C(CCl)NC(=O)N(CCCl)N=O. Cell line: TK-10. Synergy scores: CSS=19.9, Synergy_ZIP=-4.63, Synergy_Bliss=-2.29, Synergy_Loewe=-2.75, Synergy_HSA=-1.93. (3) Drug 1: CC1=C(N=C(N=C1N)C(CC(=O)N)NCC(C(=O)N)N)C(=O)NC(C(C2=CN=CN2)OC3C(C(C(C(O3)CO)O)O)OC4C(C(C(C(O4)CO)O)OC(=O)N)O)C(=O)NC(C)C(C(C)C(=O)NC(C(C)O)C(=O)NCCC5=NC(=CS5)C6=NC(=CS6)C(=O)NCCC[S+](C)C)O. Drug 2: CN1C2=C(C=C(C=C2)N(CCCl)CCCl)N=C1CCCC(=O)O.Cl. Cell line: IGROV1. Synergy scores: CSS=15.7, Synergy_ZIP=-6.67, Synergy_Bliss=0.493, Synergy_Loewe=-14.2, Synergy_HSA=-0.0113. (4) Drug 1: C#CCC(CC1=CN=C2C(=N1)C(=NC(=N2)N)N)C3=CC=C(C=C3)C(=O)NC(CCC(=O)O)C(=O)O. Drug 2: CS(=O)(=O)OCCCCOS(=O)(=O)C. Cell line: HOP-92. Synergy scores: CSS=3.57, Synergy_ZIP=-3.20, Synergy_Bliss=-5.66, Synergy_Loewe=-66.2, Synergy_HSA=-4.35. (5) Drug 1: COC1=C(C=C2C(=C1)N=CN=C2NC3=CC(=C(C=C3)F)Cl)OCCCN4CCOCC4. Cell line: SF-268. Synergy scores: CSS=7.53, Synergy_ZIP=2.22, Synergy_Bliss=6.17, Synergy_Loewe=4.99, Synergy_HSA=5.39. Drug 2: CC12CCC3C(C1CCC2O)C(CC4=C3C=CC(=C4)O)CCCCCCCCCS(=O)CCCC(C(F)(F)F)(F)F.